From a dataset of NCI-60 drug combinations with 297,098 pairs across 59 cell lines. Regression. Given two drug SMILES strings and cell line genomic features, predict the synergy score measuring deviation from expected non-interaction effect. (1) Drug 1: C1CN1P(=S)(N2CC2)N3CC3. Drug 2: C1CNP(=O)(OC1)N(CCCl)CCCl. Cell line: BT-549. Synergy scores: CSS=10.0, Synergy_ZIP=-4.86, Synergy_Bliss=-4.75, Synergy_Loewe=-36.9, Synergy_HSA=-4.19. (2) Drug 1: C1CC(C1)(C(=O)O)C(=O)O.[NH2-].[NH2-].[Pt+2]. Drug 2: C1CC(C1)(C2=CC=C(C=C2)C3=C(C=C4C(=N3)C=CN5C4=NNC5=O)C6=CC=CC=C6)N. Cell line: HT29. Synergy scores: CSS=46.1, Synergy_ZIP=4.28, Synergy_Bliss=5.82, Synergy_Loewe=5.51, Synergy_HSA=9.17.